From a dataset of Full USPTO retrosynthesis dataset with 1.9M reactions from patents (1976-2016). Predict the reactants needed to synthesize the given product. Given the product [CH3:22][C:23]1[CH:28]=[C:27]([CH3:29])[CH:26]=[CH:25][C:24]=1[N:30]1[CH2:36][CH2:35][CH2:34][N:33]([C:11]([C:10]2[CH:9]=[CH:8][C:7]([N:6]3[CH2:5][CH2:4][O:3][C:2]3=[O:1])=[CH:17][CH:16]=2)=[O:13])[CH2:32][CH2:31]1, predict the reactants needed to synthesize it. The reactants are: [O:1]=[C:2]1[N:6]([C:7]2[CH:17]=[CH:16][C:10]([C:11]([O:13]CC)=O)=[CH:9][CH:8]=2)[CH2:5][CH2:4][O:3]1.[OH-].[Na+].Cl.Cl.[CH3:22][C:23]1[CH:28]=[C:27]([CH3:29])[CH:26]=[CH:25][C:24]=1[N:30]1[CH2:36][CH2:35][CH2:34][NH:33][CH2:32][CH2:31]1.O.[Cl-].COC1N=C(OC)N=C([N+]2(C)CCOCC2)N=1.CN1CCOCC1.